From a dataset of Reaction yield outcomes from USPTO patents with 853,638 reactions. Predict the reaction yield, written as a fraction of the theoretical maximum amount of product (1.0 means a 100% yield; for example, 0.34 means a 34% yield). (1) The reactants are [NH2:1][C:2]1[CH:7]=[C:6]([Cl:8])[C:5]([Cl:9])=[CH:4][C:3]=1[OH:10].[H-].[Na+].[Cl:13][C:14]1[CH:19]=[CH:18][N:17]=[C:16](F)[CH:15]=1. The catalyst is C1COCC1. The product is [Cl:13][C:14]1[CH:19]=[CH:18][N:17]=[C:16]([O:10][C:3]2[CH:4]=[C:5]([Cl:9])[C:6]([Cl:8])=[CH:7][C:2]=2[NH2:1])[CH:15]=1. The yield is 0.450. (2) The reactants are S(=O)(=O)(O)O.[CH3:6][C:7]1[C:12]([O:13][C:14]2[C:15]([C:27]#[N:28])=[N:16][CH:17]=[C:18]([S:20][C:21]3[CH:26]=[CH:25][CH:24]=[CH:23][N:22]=3)[CH:19]=2)=[C:11]([CH3:29])[CH:10]=[CH:9][N:8]=1.[OH-:30].[Na+]. No catalyst specified. The product is [CH3:6][C:7]1[C:12]([O:13][C:14]2[C:15]([C:27]([NH2:28])=[O:30])=[N:16][CH:17]=[C:18]([S:20][C:21]3[CH:26]=[CH:25][CH:24]=[CH:23][N:22]=3)[CH:19]=2)=[C:11]([CH3:29])[CH:10]=[CH:9][N:8]=1. The yield is 0.944. (3) The reactants are [NH:1]1[C:10]2[C:5](=[CH:6][CH:7]=[CH:8][CH:9]=2)[CH2:4][CH2:3][CH2:2]1.[N+:11]([O-])([O-:13])=[O:12].[K+].C([O-])(O)=O.[Na+]. The catalyst is OS(O)(=O)=O. The product is [N+:11]([C:8]1[CH:9]=[C:10]2[C:5]([CH2:4][CH2:3][CH2:2][NH:1]2)=[CH:6][CH:7]=1)([O-:13])=[O:12]. The yield is 0.250.